Dataset: Peptide-MHC class I binding affinity with 185,985 pairs from IEDB/IMGT. Task: Regression. Given a peptide amino acid sequence and an MHC pseudo amino acid sequence, predict their binding affinity value. This is MHC class I binding data. (1) The peptide sequence is VRFPNITNL. The MHC is HLA-A26:01 with pseudo-sequence HLA-A26:01. The binding affinity (normalized) is 0.0847. (2) The peptide sequence is KHDFIDNPL. The MHC is HLA-B18:01 with pseudo-sequence HLA-B18:01. The binding affinity (normalized) is 0.0847. (3) The peptide sequence is VSILLSSLLK. The binding affinity (normalized) is 0.640. The MHC is HLA-A11:01 with pseudo-sequence HLA-A11:01. (4) The peptide sequence is SPASFEKK. The MHC is H-2-Kb with pseudo-sequence H-2-Kb. The binding affinity (normalized) is 0.269. (5) The peptide sequence is REFYLRVGF. The MHC is BoLA-D18.4 with pseudo-sequence BoLA-D18.4. The binding affinity (normalized) is 0.163. (6) The peptide sequence is MQKCYFSYK. The MHC is HLA-A30:01 with pseudo-sequence HLA-A30:01. The binding affinity (normalized) is 1.00. (7) The peptide sequence is FPLCANGQVF. The MHC is HLA-B35:01 with pseudo-sequence HLA-B35:01. The binding affinity (normalized) is 0.944.